Dataset: Catalyst prediction with 721,799 reactions and 888 catalyst types from USPTO. Task: Predict which catalyst facilitates the given reaction. (1) Reactant: [Si]([O:8][CH2:9][CH2:10][C:11]([C:14]1[N:15]=[CH:16][N:17](C(C2C=CC=CC=2)(C2C=CC=CC=2)C2C=CC=CC=2)[CH:18]=1)([CH3:13])[CH3:12])(C(C)(C)C)(C)C.[Br:38][C:39]1[CH:46]=[CH:45][CH:44]=[CH:43][C:40]=1[CH2:41]Br.C(NCC)C.Cl.O1CCOCC1.C([O-])(O)=O.[Na+]. Product: [Br:38][C:39]1[CH:46]=[CH:45][CH:44]=[CH:43][C:40]=1[CH2:41][N:15]1[C:14]([C:11]([CH3:13])([CH3:12])[CH2:10][CH2:9][OH:8])=[CH:18][N:17]=[CH:16]1. The catalyst class is: 881. (2) Reactant: Cl.[Br:2][C:3]1[N:8]=[CH:7][C:6]([C@H:9]([NH2:11])[CH3:10])=[CH:5][CH:4]=1.[C:12]([C:14]1[CH:48]=[CH:47][C:17]([CH2:18][C@@:19]2([CH3:46])[N:23]3[C:24]([C:27]([NH:29][C:30]4([C:33](O)=[O:34])[CH2:32][CH2:31]4)=[O:28])=[CH:25][N:26]=[C:22]3[N:21]([C:36]3[CH:41]=[C:40]([Cl:42])[C:39]([F:43])=[C:38]([Cl:44])[CH:37]=3)[C:20]2=[O:45])=[CH:16][CH:15]=1)#[N:13].C(N(C(C)C)CC)(C)C.CN(C(ON1N=NC2C=CC=NC1=2)=[N+](C)C)C.F[P-](F)(F)(F)(F)F. Product: [Br:2][C:3]1[N:8]=[CH:7][C:6]([C@H:9]([NH:11][C:33]([C:30]2([NH:29][C:27]([C:24]3[N:23]4[C@@:19]([CH2:18][C:17]5[CH:16]=[CH:15][C:14]([C:12]#[N:13])=[CH:48][CH:47]=5)([CH3:46])[C:20](=[O:45])[N:21]([C:36]5[CH:41]=[C:40]([Cl:42])[C:39]([F:43])=[C:38]([Cl:44])[CH:37]=5)[C:22]4=[N:26][CH:25]=3)=[O:28])[CH2:32][CH2:31]2)=[O:34])[CH3:10])=[CH:5][CH:4]=1. The catalyst class is: 39. (3) Reactant: Cl[C:2]1[C:7]([N+:8]([O-:10])=[O:9])=[CH:6][CH:5]=[CH:4][N:3]=1.[N:11]1[CH:16]=[CH:15][CH:14]=[CH:13][C:12]=1[NH2:17]. Product: [N+:8]([C:7]1[C:2]([NH:17][C:12]2[CH:13]=[CH:14][CH:15]=[CH:16][N:11]=2)=[N:3][CH:4]=[CH:5][CH:6]=1)([O-:10])=[O:9]. The catalyst class is: 3.